This data is from Catalyst prediction with 721,799 reactions and 888 catalyst types from USPTO. The task is: Predict which catalyst facilitates the given reaction. (1) Reactant: [OH:1][C:2]1[C:3]([C:10]([OH:12])=O)=[N:4][CH:5]=[CH:6][C:7]=1[O:8][CH3:9].C(N(CC)CC)C.C(#N)C.N=C=N.ON1C2N=CC=CC=2N=N1.[NH2:36][C:37]1[N:38]=[C:39]([CH:42]2[CH2:47][CH2:46][N:45]([C:48](=[O:60])[CH2:49][N:50]3[C:54]([CH3:55])=[CH:53][C:52]([C:56]([F:59])([F:58])[F:57])=[N:51]3)[CH2:44][CH2:43]2)[S:40][CH:41]=1. Product: [CH3:55][C:54]1[N:50]([CH2:49][C:48]([N:45]2[CH2:44][CH2:43][CH:42]([C:39]3[S:40][CH:41]=[C:37]([NH:36][C:10]([C:3]4[C:2]([OH:1])=[C:7]([O:8][CH3:9])[CH:6]=[CH:5][N:4]=4)=[O:12])[N:38]=3)[CH2:47][CH2:46]2)=[O:60])[N:51]=[C:52]([C:56]([F:59])([F:57])[F:58])[CH:53]=1. The catalyst class is: 13. (2) Reactant: [CH3:1][N:2]1[CH2:7][CH2:6][N:5]([S:8]([C:11]2[CH:17]=[CH:16][C:14]([NH2:15])=[CH:13][CH:12]=2)(=[O:10])=[O:9])[CH2:4][CH2:3]1.Cl[C:19]([O:22]C(Cl)=O)(Cl)Cl. Product: [CH3:1][N:2]1[CH2:7][CH2:6][N:5]([S:8]([C:11]2[CH:17]=[CH:16][C:14]([N:15]=[C:19]=[O:22])=[CH:13][CH:12]=2)(=[O:10])=[O:9])[CH2:4][CH2:3]1. The catalyst class is: 48.